Dataset: Reaction yield outcomes from USPTO patents with 853,638 reactions. Task: Predict the reaction yield, written as a fraction of the theoretical maximum amount of product (1.0 means a 100% yield; for example, 0.34 means a 34% yield). The reactants are [NH2:1][C@H:2]([C:4]1[N:9]([C:10]2[CH:15]=[CH:14][CH:13]=[CH:12][CH:11]=2)[C:8](=[O:16])[C:7]2=[C:17]([S:20][C:21]3[CH:26]=[CH:25][CH:24]=[C:23]([O:27][CH3:28])[CH:22]=3)[CH:18]=[CH:19][N:6]2[N:5]=1)[CH3:3].[NH2:29][C:30]1[C:35]([C:36]#[N:37])=[C:34](Cl)[N:33]=[CH:32][N:31]=1.C(N(CC)C(C)C)(C)C. The catalyst is C(O)(C)(C)C. The product is [NH2:29][C:30]1[C:35]([C:36]#[N:37])=[C:34]([NH:1][C@H:2]([C:4]2[N:9]([C:10]3[CH:15]=[CH:14][CH:13]=[CH:12][CH:11]=3)[C:8](=[O:16])[C:7]3=[C:17]([S:20][C:21]4[CH:26]=[CH:25][CH:24]=[C:23]([O:27][CH3:28])[CH:22]=4)[CH:18]=[CH:19][N:6]3[N:5]=2)[CH3:3])[N:33]=[CH:32][N:31]=1. The yield is 0.570.